Dataset: Reaction yield outcomes from USPTO patents with 853,638 reactions. Task: Predict the reaction yield, written as a fraction of the theoretical maximum amount of product (1.0 means a 100% yield; for example, 0.34 means a 34% yield). (1) The reactants are [NH2:1][C:2]1[NH:3][C:4](=[O:16])[C:5]2[C:13]3[C:8](=[CH:9][CH:10]=[CH:11][C:12]=3[Cl:14])[NH:7][C:6]=2[N:15]=1.[CH3:17][C:18]1[CH:23]=CN=C(N)[C:19]=1C.C(N(CC)CC)C.C(Cl)(Cl)Cl.[CH3:37][OH:38]. No catalyst specified. The product is [Cl:14][C:12]1[CH:11]=[CH:10][CH:9]=[C:8]2[C:13]=1[C:5]1[C:37](=[O:38])[NH:1][C:2]([NH:3][C:4](=[O:16])[C:18]([CH3:23])([CH3:19])[CH3:17])=[N:15][C:6]=1[NH:7]2. The yield is 0.400. (2) The reactants are [NH2:1][CH2:2][CH2:3][CH:4]([OH:9])[C:5]([F:8])([F:7])[F:6].[F:10][C:11]([F:24])([O:15][C:16]1[CH:17]=[C:18]([CH:21]=[CH:22][CH:23]=1)[CH:19]=O)[CH:12]([F:14])[F:13].C(O)(=O)C.[BH-](OC(C)=O)(OC(C)=O)OC(C)=O.[Na+]. The catalyst is ClC(Cl)C. The product is [F:10][C:11]([F:24])([O:15][C:16]1[CH:17]=[C:18]([CH2:19][NH:1][CH2:2][CH2:3][CH:4]([OH:9])[C:5]([F:8])([F:7])[F:6])[CH:21]=[CH:22][CH:23]=1)[CH:12]([F:13])[F:14]. The yield is 0.370. (3) The catalyst is C(OCC)(=O)C. The yield is 1.00. The reactants are CN(C)C=O.[NH2:6][C:7]1[C:14]([OH:15])=[CH:13][C:12]([CH2:16][CH:17]([CH3:19])[CH3:18])=[CH:11][C:8]=1[C:9]#[N:10].C(=O)([O-])[O-].[K+].[K+].[CH2:26](Br)[C:27]1[CH:32]=[CH:31][CH:30]=[CH:29][CH:28]=1. The product is [NH2:6][C:7]1[C:14]([O:15][CH2:26][C:27]2[CH:32]=[CH:31][CH:30]=[CH:29][CH:28]=2)=[CH:13][C:12]([CH2:16][CH:17]([CH3:19])[CH3:18])=[CH:11][C:8]=1[C:9]#[N:10].